From a dataset of Reaction yield outcomes from USPTO patents with 853,638 reactions. Predict the reaction yield, written as a fraction of the theoretical maximum amount of product (1.0 means a 100% yield; for example, 0.34 means a 34% yield). (1) The reactants are [F:1][C:2]([F:10])([F:9])[C:3]([C:5]([F:8])([F:7])[F:6])=[O:4].C=CC.Cl.[CH3:15][CH2:16][CH2:17][CH2:18]C. The catalyst is [Cl-].[Cl-].[Cl-].[Al+3]. The product is [F:1][C:2]([F:10])([F:9])[C:3]([C:5]([F:8])([F:7])[F:6])([OH:4])[CH2:15][CH:16]=[CH:17][CH3:18]. The yield is 0.700. (2) The reactants are [Br:1][C:2]1[CH:3]=[C:4]([NH:10][C:11]2[CH:15]=[C:14]([CH3:16])[NH:13][N:12]=2)[C:5](=[O:9])[N:6]([CH3:8])[CH:7]=1.[H-].[Na+].I[CH3:20].O. The catalyst is CN(C=O)C. The product is [Br:1][C:2]1[CH:3]=[C:4]([NH:10][C:11]2[CH:15]=[C:14]([CH3:16])[N:13]([CH3:20])[N:12]=2)[C:5](=[O:9])[N:6]([CH3:8])[CH:7]=1. The yield is 0.240. (3) The reactants are [Cl:1][C:2]1[CH:3]=[C:4]([C@H:9]2[C@H:14]([N:15]([CH3:30])[C:16]([C:18]3[CH:23]=[CH:22][C:21]([N:24]4[CH2:29][CH2:28][O:27][CH2:26][CH2:25]4)=[CH:20][CH:19]=3)=[O:17])[CH2:13][CH2:12][N:11](C(OC(C)(C)C)=O)[CH2:10]2)[CH:5]=[CH:6][C:7]=1[Cl:8]. The catalyst is Cl.CC(O)C. The product is [ClH:1].[Cl:1][C:2]1[CH:3]=[C:4]([C@H:9]2[C@H:14]([N:15]([CH3:30])[C:16](=[O:17])[C:18]3[CH:19]=[CH:20][C:21]([N:24]4[CH2:25][CH2:26][O:27][CH2:28][CH2:29]4)=[CH:22][CH:23]=3)[CH2:13][CH2:12][NH:11][CH2:10]2)[CH:5]=[CH:6][C:7]=1[Cl:8]. The yield is 1.00. (4) The reactants are Br[C:2]1[C:3]2[C:8]([CH:9]=[C:10]3[C:15]=1[CH:14]=[CH:13][CH:12]=[CH:11]3)=[CH:7][CH:6]=[CH:5][CH:4]=2.[C:16]1(B(O)O)[CH:21]=[CH:20][CH:19]=[CH:18][CH:17]=1.C(=O)([O-])[O-].[K+].[K+]. The catalyst is C([O-])(=O)C.[Pd+2].C([O-])(=O)C.C1(C)C=CC=CC=1P(C1C=CC=CC=1C)C1C=CC=CC=1C.COCCOC. The product is [C:16]1([C:2]2[C:3]3[C:8]([CH:9]=[C:10]4[C:15]=2[CH:14]=[CH:13][CH:12]=[CH:11]4)=[CH:7][CH:6]=[CH:5][CH:4]=3)[CH:21]=[CH:20][CH:19]=[CH:18][CH:17]=1. The yield is 0.820. (5) The reactants are C([O:8][C:9](=[O:30])[CH2:10][C@H:11]([NH:22][C:23]([O:25][C:26]([CH3:29])([CH3:28])[CH3:27])=[O:24])[CH2:12][N:13]1[C:18](=[O:19])[CH2:17][CH2:16][CH:15]([CH3:20])[C:14]1=[O:21])C1C=CC=CC=1.[H][H]. The catalyst is CO.[Pd]. The product is [C:26]([O:25][C:23]([NH:22][C@H:11]([CH2:12][N:13]1[C:18](=[O:19])[CH2:17][CH2:16][CH:15]([CH3:20])[C:14]1=[O:21])[CH2:10][C:9]([OH:30])=[O:8])=[O:24])([CH3:29])([CH3:27])[CH3:28]. The yield is 0.350. (6) The reactants are [CH3:1][C:2]1[C:3]([C@H:8]2[CH2:13][CH2:12][CH2:11][C@@H:10]([C:14]3[C:19]([CH3:20])=[CH:18][CH:17]=[CH:16][N:15]=3)[NH:9]2)=[N:4][CH:5]=[CH:6][CH:7]=1.Br.Br[CH2:23][C:24]1[CH:29]=[CH:28][N:27]=[CH:26][CH:25]=1.CCN(C(C)C)C(C)C. The catalyst is CC#N. The product is [CH3:1][C:2]1[C:3]([C@H:8]2[CH2:13][CH2:12][CH2:11][C@@H:10]([C:14]3[C:19]([CH3:20])=[CH:18][CH:17]=[CH:16][N:15]=3)[N:9]2[CH2:23][C:24]2[CH:29]=[CH:28][N:27]=[CH:26][CH:25]=2)=[N:4][CH:5]=[CH:6][CH:7]=1. The yield is 0.370. (7) The reactants are Br[C:2]1[CH:3]=[C:4]2[C:9](=[CH:10][CH:11]=1)[N:8]=[CH:7][N:6]=[C:5]2[C:12]1[CH:13]=[CH:14][C:15]([CH3:21])=[C:16]([CH:20]=1)[C:17]([OH:19])=[O:18].[CH3:22][O:23][C:24]1[N:29]=[CH:28][C:27](B(O)O)=[CH:26][CH:25]=1.[O-]P([O-])([O-])=O.[K+].[K+].[K+]. The catalyst is Cl[Pd](Cl)([P](C1C=CC=CC=1)(C1C=CC=CC=1)C1C=CC=CC=1)[P](C1C=CC=CC=1)(C1C=CC=CC=1)C1C=CC=CC=1. The product is [CH3:22][O:23][C:24]1[N:29]=[CH:28][C:27]([C:2]2[CH:3]=[C:4]3[C:9](=[CH:10][CH:11]=2)[N:8]=[CH:7][N:6]=[C:5]3[C:12]2[CH:13]=[CH:14][C:15]([CH3:21])=[C:16]([CH:20]=2)[C:17]([OH:19])=[O:18])=[CH:26][CH:25]=1. The yield is 0.610. (8) The reactants are [CH:1]1([CH2:6][CH:7]([C:11]2[CH:16]=[CH:15][C:14]([Cl:17])=[C:13]([Cl:18])[CH:12]=2)[C:8]([OH:10])=O)[CH2:5][CH2:4][CH2:3][CH2:2]1.F[P-](F)(F)(F)(F)F.N1(O[P+](N(C)C)(N(C)C)N(C)C)C2C=CC=CC=2N=N1.C(N(CC)CC)C.[NH2:53][C:54]1[S:55][C:56]2[CH2:62][CH2:61][CH2:60][CH2:59][C:57]=2[N:58]=1. The catalyst is CN(C)C=O.O.C(OCC)(=O)C. The product is [CH:1]1([CH2:6][CH:7]([C:11]2[CH:16]=[CH:15][C:14]([Cl:17])=[C:13]([Cl:18])[CH:12]=2)[C:8]([NH:53][C:54]2[S:55][C:56]3[CH2:62][CH2:61][CH2:60][CH2:59][C:57]=3[N:58]=2)=[O:10])[CH2:2][CH2:3][CH2:4][CH2:5]1. The yield is 0.790. (9) The reactants are [CH3:1][CH:2]([C:4]1[N:8]([CH2:9][C:10]2[C:19]3[C:14](=[CH:15][CH:16]=[CH:17][CH:18]=3)[CH:13]=[CH:12][CH:11]=2)[C:7]2[CH:20]=[C:21]([N:25]3[CH2:30][CH2:29][O:28][CH2:27][CH2:26]3)[CH:22]=[C:23](N)[C:6]=2[N:5]=1)[CH3:3].[OH:31]S(O)(=O)=O.N([O-])=O.[Na+].C([O-])(O)=O.[Na+]. The catalyst is O. The product is [CH3:3][CH:2]([C:4]1[N:8]([CH2:9][C:10]2[C:19]3[C:14](=[CH:15][CH:16]=[CH:17][CH:18]=3)[CH:13]=[CH:12][CH:11]=2)[C:7]2[CH:20]=[C:21]([N:25]3[CH2:26][CH2:27][O:28][CH2:29][CH2:30]3)[CH:22]=[C:23]([OH:31])[C:6]=2[N:5]=1)[CH3:1]. The yield is 0.270.